Regression. Given two drug SMILES strings and cell line genomic features, predict the synergy score measuring deviation from expected non-interaction effect. From a dataset of NCI-60 drug combinations with 297,098 pairs across 59 cell lines. (1) Drug 1: CC1=C(C=C(C=C1)NC2=NC=CC(=N2)N(C)C3=CC4=NN(C(=C4C=C3)C)C)S(=O)(=O)N.Cl. Drug 2: C1CCC(C(C1)N)N.C(=O)(C(=O)[O-])[O-].[Pt+4]. Cell line: HS 578T. Synergy scores: CSS=9.62, Synergy_ZIP=6.12, Synergy_Bliss=7.81, Synergy_Loewe=4.00, Synergy_HSA=4.93. (2) Drug 1: CC12CCC3C(C1CCC2=O)CC(=C)C4=CC(=O)C=CC34C. Drug 2: CC1CCC2CC(C(=CC=CC=CC(CC(C(=O)C(C(C(=CC(C(=O)CC(OC(=O)C3CCCCN3C(=O)C(=O)C1(O2)O)C(C)CC4CCC(C(C4)OC)OCCO)C)C)O)OC)C)C)C)OC. Cell line: T-47D. Synergy scores: CSS=29.7, Synergy_ZIP=-5.92, Synergy_Bliss=-3.71, Synergy_Loewe=-2.26, Synergy_HSA=-1.96. (3) Drug 1: C1=NC(=NC(=O)N1C2C(C(C(O2)CO)O)O)N. Drug 2: C1CCC(C(C1)N)N.C(=O)(C(=O)[O-])[O-].[Pt+4]. Cell line: SNB-19. Synergy scores: CSS=19.3, Synergy_ZIP=1.45, Synergy_Bliss=4.97, Synergy_Loewe=4.67, Synergy_HSA=7.19.